From a dataset of Full USPTO retrosynthesis dataset with 1.9M reactions from patents (1976-2016). Predict the reactants needed to synthesize the given product. (1) Given the product [OH:13][CH2:12][C@H:11]([NH:15][C:16]([O:18][CH2:19][C:20]1[CH:21]=[CH:22][CH:23]=[CH:24][CH:25]=1)=[O:17])[CH2:10][CH2:9][NH:8][C:6](=[O:7])[O:5][C:2]([CH3:3])([CH3:1])[CH3:4], predict the reactants needed to synthesize it. The reactants are: [CH3:1][C:2]([O:5][C:6]([NH:8][CH2:9][CH2:10][C@@H:11]([NH:15][C:16]([O:18][CH2:19][C:20]1[CH:25]=[CH:24][CH:23]=[CH:22][CH:21]=1)=[O:17])[C:12](O)=[O:13])=[O:7])([CH3:4])[CH3:3].C1CCC(NC2CCCCC2)CC1.ClC(OCC)=O.CN1CCOCC1.[BH4-].[Na+]. (2) Given the product [F:15][C:14]([F:17])([F:16])[C:12]1[CH:11]=[C:10]([C:18]2[CH:23]=[CH:22][CH:21]=[C:20]([C:24]([F:27])([F:26])[F:25])[CH:19]=2)[N:9]=[C:8]([C:4]2[CH:3]=[C:2]([C:32]3[CH:33]=[CH:34][C:29]([NH2:28])=[N:30][CH:31]=3)[CH:7]=[CH:6][CH:5]=2)[N:13]=1, predict the reactants needed to synthesize it. The reactants are: Br[C:2]1[CH:3]=[C:4]([C:8]2[N:13]=[C:12]([C:14]([F:17])([F:16])[F:15])[CH:11]=[C:10]([C:18]3[CH:23]=[CH:22][CH:21]=[C:20]([C:24]([F:27])([F:26])[F:25])[CH:19]=3)[N:9]=2)[CH:5]=[CH:6][CH:7]=1.[NH2:28][C:29]1[CH:34]=[CH:33][C:32](B2OC(C)(C)C(C)(C)O2)=[CH:31][N:30]=1. (3) Given the product [CH3:16][C:8]([C:5]1[CH:6]=[CH:7][C:2]([F:1])=[C:3]([O:14][CH3:15])[CH:4]=1)=[C:9]([CH3:13])[C:10]([N:37]=[N+:38]=[N-:39])=[O:12], predict the reactants needed to synthesize it. The reactants are: [F:1][C:2]1[CH:7]=[CH:6][C:5]([CH:8]=[C:9]([CH3:13])[C:10]([OH:12])=O)=[CH:4][C:3]=1[O:14][CH3:15].[CH3:16]CN(CC)CC.C1C=CC(P([N:37]=[N+:38]=[N-:39])(C2C=CC=CC=2)=O)=CC=1. (4) Given the product [F:1][C:2]1[C:3]([C:8]([N:25]([O:26][CH3:27])[CH3:24])=[O:10])=[N:4][CH:5]=[CH:6][CH:7]=1, predict the reactants needed to synthesize it. The reactants are: [F:1][C:2]1[C:3]([C:8]([OH:10])=O)=[N:4][CH:5]=[CH:6][CH:7]=1.C1N=CN(C(N2C=NC=C2)=O)C=1.Cl.[CH3:24][NH:25][O:26][CH3:27].CCN(C(C)C)C(C)C. (5) Given the product [C:1]1([C:29]2[CH:30]=[CH:31][CH:32]=[CH:33][CH:34]=2)[CH:6]=[CH:5][C:4]([C:7]2[N:12]=[C:11]3[CH:13]=[C:14]([C:24]([OH:26])=[O:25])[N:15]([CH2:16][O:17][CH2:18][CH2:19][Si:20]([CH3:23])([CH3:22])[CH3:21])[C:10]3=[CH:9][C:8]=2[Cl:28])=[CH:3][CH:2]=1, predict the reactants needed to synthesize it. The reactants are: [C:1]1([C:29]2[CH:34]=[CH:33][CH:32]=[CH:31][CH:30]=2)[CH:6]=[CH:5][C:4]([C:7]2[N:12]=[C:11]3[CH:13]=[C:14]([C:24]([O:26]C)=[O:25])[N:15]([CH2:16][O:17][CH2:18][CH2:19][Si:20]([CH3:23])([CH3:22])[CH3:21])[C:10]3=[CH:9][C:8]=2[Cl:28])=[CH:3][CH:2]=1.[Li+].[OH-].